From a dataset of CYP1A2 inhibition data for predicting drug metabolism from PubChem BioAssay. Regression/Classification. Given a drug SMILES string, predict its absorption, distribution, metabolism, or excretion properties. Task type varies by dataset: regression for continuous measurements (e.g., permeability, clearance, half-life) or binary classification for categorical outcomes (e.g., BBB penetration, CYP inhibition). Dataset: cyp1a2_veith. (1) The compound is c1ccc(CNc2ncnc3ccc(-c4ccc5c(c4)OCO5)cc23)cc1. The result is 1 (inhibitor). (2) The drug is c1ccc(CSc2nnc(-c3sccc3-n3cccc3)o2)cc1. The result is 1 (inhibitor). (3) The result is 1 (inhibitor). The drug is Cc1cccc(CNc2nc(-c3cccc(NS(C)(=O)=O)c3)nc3ccccc23)c1. (4) The drug is CN[C@@H]1NC(=O)c2ccccc2N1Cc1ccc(F)cc1. The result is 0 (non-inhibitor). (5) The drug is O=C(N/N=C/c1ccncc1)c1nc(-c2ccccc2)n2c1CCCCC2. The result is 1 (inhibitor). (6) The drug is COc1ccc(C(=O)Nc2ccc(C(=O)OCC(=O)c3ccccc3)cc2)cc1. The result is 0 (non-inhibitor). (7) The molecule is COc1ccc(/C(O)=C2/C(=O)C(=O)N(CCCC(=O)O)C2c2ccc(OC)cc2)cc1. The result is 0 (non-inhibitor). (8) The drug is CCN(CC)S(=O)(=O)c1cccc2c(N(C)C)cccc12. The result is 1 (inhibitor). (9) The molecule is O=S(=O)(c1ccccc1)N1CCC2(CC1)CN(c1ccccn1)C2. The result is 0 (non-inhibitor). (10) The drug is Cc1cnc(CNc2ccnc(-c3ccc(N(C)C)cc3)n2)cn1. The result is 1 (inhibitor).